From a dataset of TCR-epitope binding with 47,182 pairs between 192 epitopes and 23,139 TCRs. Binary Classification. Given a T-cell receptor sequence (or CDR3 region) and an epitope sequence, predict whether binding occurs between them. (1) Result: 1 (the TCR binds to the epitope). The TCR CDR3 sequence is CASSFRTGNREQYF. The epitope is VTIAEILLI. (2) The epitope is CINGVCWTV. The TCR CDR3 sequence is CASIPAPELAQETQYF. Result: 0 (the TCR does not bind to the epitope). (3) The epitope is PROT_97E67BCC. The TCR CDR3 sequence is CASSKRTSGTYEQYF. Result: 1 (the TCR binds to the epitope).